From a dataset of Reaction yield outcomes from USPTO patents with 853,638 reactions. Predict the reaction yield, written as a fraction of the theoretical maximum amount of product (1.0 means a 100% yield; for example, 0.34 means a 34% yield). (1) The reactants are [F:1][C:2]([F:28])([F:27])[C:3]1[CH:8]=[CH:7][C:6]([C:9]2[NH:10][C:11](=[O:26])[C:12]3[CH:17]=[CH:16][N:15]([CH2:18][O:19]CC[Si](C)(C)C)[C:13]=3[N:14]=2)=[CH:5][CH:4]=1.FC(F)(F)C(O)=O. The catalyst is C(Cl)Cl. The product is [OH:19][CH2:18][N:15]1[C:13]2[N:14]=[C:9]([C:6]3[CH:5]=[CH:4][C:3]([C:2]([F:27])([F:28])[F:1])=[CH:8][CH:7]=3)[NH:10][C:11](=[O:26])[C:12]=2[CH:17]=[CH:16]1. The yield is 0.580. (2) The reactants are [Si:1]([O:8][C@@H:9]([C@H:14]1[CH2:18][O:17][C:16]([CH3:20])([CH3:19])[N:15]1[C:21]([O:23][C:24]([CH3:27])([CH3:26])[CH3:25])=[O:22])[C@@H:10]([CH3:13])[CH2:11]O)([C:4]([CH3:7])([CH3:6])[CH3:5])([CH3:3])[CH3:2].CC(OC(/N=N/C(OC(C)C)=O)=O)C.C1C=CC(P(C2C=CC=CC=2)C2C=CC=CC=2)=CC=1.C1C=CC(P([N:75]=[N+:76]=[N-:77])(C2C=CC=CC=2)=O)=CC=1. The yield is 0.860. The catalyst is C1COCC1. The product is [N:75]([CH2:11][C@H:10]([CH3:13])[C@H:9]([C@H:14]1[CH2:18][O:17][C:16]([CH3:20])([CH3:19])[N:15]1[C:21]([O:23][C:24]([CH3:27])([CH3:26])[CH3:25])=[O:22])[O:8][Si:1]([C:4]([CH3:7])([CH3:6])[CH3:5])([CH3:3])[CH3:2])=[N+:76]=[N-:77]. (3) The reactants are [C:1]([OH:5])([CH3:4])([CH3:3])C.[CH:6]([C:9]1[CH:14]=[CH:13][C:12]([CH:15]2[C:19]3[C:20]([CH3:35])=[C:21]([NH:27][C:28](=[O:34])[CH2:29][C:30]([CH3:33])([CH3:32])[CH3:31])[C:22]([CH3:26])=C(C=C)[C:18]=3[O:17][CH2:16]2)=[CH:11][CH:10]=1)([CH3:8])[CH3:7].S([O-])([O-])=[O:37].[Na+].[Na+]. The catalyst is O.C1COCC1. The product is [OH:5][CH:1]([C:4]1[C:18]2[O:17][CH2:16][CH:15]([C:12]3[CH:13]=[CH:14][C:9]([CH:6]([CH3:7])[CH3:8])=[CH:10][CH:11]=3)[C:19]=2[C:20]([CH3:35])=[C:21]([NH:27][C:28](=[O:34])[CH2:29][C:30]([CH3:32])([CH3:33])[CH3:31])[C:22]=1[CH3:26])[CH2:3][OH:37]. The yield is 0.770. (4) The reactants are [F:1][C:2]1[CH:22]=[CH:21][C:5]2[N:6]=[C:7]([C:11]3[CH:16]=[CH:15][CH:14]=[CH:13][C:12]=3[O:17]C(=O)C)O[C:9](=[O:10])[C:4]=2[CH:3]=1.[F:23][C:24]1[CH:25]=[C:26]([CH2:30][CH2:31][NH2:32])[CH:27]=[CH:28][CH:29]=1. No catalyst specified. The product is [F:1][C:2]1[CH:3]=[C:4]2[C:5](=[CH:21][CH:22]=1)[N:6]=[C:7]([C:11]1[CH:16]=[CH:15][CH:14]=[CH:13][C:12]=1[OH:17])[N:32]([CH2:31][CH2:30][C:26]1[CH:27]=[CH:28][CH:29]=[C:24]([F:23])[CH:25]=1)[C:9]2=[O:10]. The yield is 0.750. (5) The reactants are [NH:1](C(OCC1C2C(=CC=CC=2)C2C1=CC=CC=2)=O)[CH2:2][CH2:3][C:4](O)=[O:5].C(Cl)(=O)C(Cl)=O.[CH:30]1([CH2:33][NH2:34])[CH2:32][CH2:31]1.C(N(CC)CC)C.Cl. The catalyst is ClCCl.CN(C)C=O. The product is [CH:30]1([CH2:33][NH:34][C:4](=[O:5])[CH2:3][CH2:2][NH2:1])[CH2:32][CH2:31]1. The yield is 0.570. (6) The reactants are N(C(N1CCCCC1)=O)=N[C:3](N1CCCCC1)=[O:4].[Cl:19][C:20]1[CH:39]=[CH:38][C:23]([NH:24][C:25]2[C:34]3[C:29](=[CH:30][C:31]([OH:37])=[C:32](OC)[CH:33]=3)[N:28]=[CH:27][N:26]=2)=[C:22]([F:40])[CH:21]=1.[CH:41]1([O:46][CH2:47][CH2:48]O)[CH2:45][CH2:44][CH2:43][CH2:42]1.C(P(CCCC)CCCC)CCC. The catalyst is C(Cl)Cl.CCOCC. The product is [ClH:19].[Cl:19][C:20]1[CH:39]=[CH:38][C:23]([NH:24][C:25]2([O:4][CH3:3])[C:34]3[C:29](=[CH:30][C:31]([O:37][CH2:48][CH2:47][O:46][CH:41]4[CH2:42][CH2:43][CH2:44][CH2:45]4)=[CH:32][CH:33]=3)[N:28]=[CH:27][NH:26]2)=[C:22]([F:40])[CH:21]=1. The yield is 0.600. (7) The reactants are Br[C:2]1[C:7]([CH3:8])=[CH:6][CH:5]=[CH:4][N:3]=1.C([Li])CCC.[CH2:14]([Sn:18](Cl)([CH2:23][CH2:24][CH2:25][CH3:26])[CH2:19][CH2:20][CH2:21][CH3:22])[CH2:15][CH2:16][CH3:17].O. The catalyst is O1CCCC1.CCCCCC. The product is [CH3:8][C:7]1[C:2]([Sn:18]([CH2:19][CH2:20][CH2:21][CH3:22])([CH2:23][CH2:24][CH2:25][CH3:26])[CH2:14][CH2:15][CH2:16][CH3:17])=[N:3][CH:4]=[CH:5][CH:6]=1. The yield is 0.790. (8) The reactants are [I-:1].[Na+].[NH2:3][C:4]1[CH:9]=[CH:8][C:7](Br)=[CH:6][C:5]=1[NH:11][C:12]1[CH:17]=[CH:16][N:15]=[C:14]([NH2:18])[N:13]=1.O1CCOCC1.CNCCNC. The catalyst is [Cu]I.CN(C=O)C. The product is [NH2:3][C:4]1[CH:9]=[CH:8][C:7]([I:1])=[CH:6][C:5]=1[NH:11][C:12]1[CH:17]=[CH:16][N:15]=[C:14]([NH2:18])[N:13]=1. The yield is 0.570.